Dataset: NCI-60 drug combinations with 297,098 pairs across 59 cell lines. Task: Regression. Given two drug SMILES strings and cell line genomic features, predict the synergy score measuring deviation from expected non-interaction effect. Drug 1: CC(C1=C(C=CC(=C1Cl)F)Cl)OC2=C(N=CC(=C2)C3=CN(N=C3)C4CCNCC4)N. Drug 2: C1=NC2=C(N=C(N=C2N1C3C(C(C(O3)CO)O)F)Cl)N. Cell line: DU-145. Synergy scores: CSS=12.4, Synergy_ZIP=-0.141, Synergy_Bliss=1.93, Synergy_Loewe=-10.7, Synergy_HSA=0.793.